This data is from Catalyst prediction with 721,799 reactions and 888 catalyst types from USPTO. The task is: Predict which catalyst facilitates the given reaction. (1) Reactant: [Cl:1][CH2:2][C:3]1([CH3:9])[CH2:7][O:6][C:5](=[O:8])[NH:4]1.[Br:10]Br. Product: [Br:10][N:4]1[C:3]([CH2:2][Cl:1])([CH3:9])[CH2:7][O:6][C:5]1=[O:8]. The catalyst class is: 74. (2) Reactant: O[CH2:2][C:3]1[CH:16]=[N:15][C:6]2[C:7]3[N:8]([CH:12]=[CH:13][CH:14]=3)[C:9](=[O:11])[NH:10][C:5]=2[CH:4]=1.[CH:17]1([NH:20][C:21](=[O:34])[C:22]2[CH:27]=[CH:26][C:25]([N:28]3[CH2:33][CH2:32][NH:31][CH2:30][CH2:29]3)=[CH:24][CH:23]=2)[CH2:19][CH2:18]1.[I-].C(C[P+](C)(C)C)#N.C(N(C(C)C)C(C)C)C. Product: [CH:17]1([NH:20][C:21](=[O:34])[C:22]2[CH:23]=[CH:24][C:25]([N:28]3[CH2:29][CH2:30][N:31]([CH2:2][C:3]4[CH:16]=[N:15][C:6]5[C:7]6[N:8]([CH:12]=[CH:13][CH:14]=6)[C:9](=[O:11])[NH:10][C:5]=5[CH:4]=4)[CH2:32][CH2:33]3)=[CH:26][CH:27]=2)[CH2:19][CH2:18]1. The catalyst class is: 397. (3) Reactant: [CH3:1][C:2]1[C:3]([CH2:27][N:28]2[CH2:31][CH:30]([OH:32])[CH2:29]2)=[CH:4][N:5]([C:7]2[C:12]([CH3:13])=[CH:11][N:10]=[C:9]([NH:14][C:15]3[CH:20]=[C:19]([O:21][CH3:22])[C:18]([O:23][CH3:24])=[C:17]([O:25][CH3:26])[CH:16]=3)[N:8]=2)[CH:6]=1.[CH3:33][C:34]([CH3:45])([CH3:44])[C:35](O[C:35](=[O:36])[C:34]([CH3:45])([CH3:44])[CH3:33])=[O:36]. Product: [C:35]([O:32][CH:30]1[CH2:29][N:28]([CH2:27][C:3]2[C:2]([CH3:1])=[CH:6][N:5]([C:7]3[C:12]([CH3:13])=[CH:11][N:10]=[C:9]([NH:14][C:15]4[CH:20]=[C:19]([O:21][CH3:22])[C:18]([O:23][CH3:24])=[C:17]([O:25][CH3:26])[CH:16]=4)[N:8]=3)[CH:4]=2)[CH2:31]1)(=[O:36])[C:34]([CH3:45])([CH3:44])[CH3:33]. The catalyst class is: 3. (4) Reactant: [OH:1][C@@H:2]1[C@@H:10]([CH2:11][OH:12])[O:9][C@H:8]2[C@H:4]([N:5]=[C:6]([N:13]([CH2:21][CH3:22])[C:14](=[O:20])[O:15][C:16]([CH3:19])([CH3:18])[CH3:17])[S:7]2)[C@H:3]1[OH:23].N1C=CN=C1.[CH3:29][C:30]([Si:33](Cl)([CH3:35])[CH3:34])([CH3:32])[CH3:31]. Product: [Si:33]([O:12][CH2:11][C@H:10]1[O:9][C@H:8]2[C@H:4]([N:5]=[C:6]([N:13]([CH2:21][CH3:22])[C:14](=[O:20])[O:15][C:16]([CH3:18])([CH3:19])[CH3:17])[S:7]2)[C@@H:3]([OH:23])[C@@H:2]1[OH:1])([C:30]([CH3:32])([CH3:31])[CH3:29])([CH3:35])[CH3:34]. The catalyst class is: 31. (5) Reactant: CO.C[O:4][C:5]([C:7]1[C:12]([NH2:13])=[N:11][CH:10]=[C:9]([I:14])[N:8]=1)=[O:6].[OH-].[Na+].Cl. Product: [NH2:13][C:12]1[C:7]([C:5]([OH:6])=[O:4])=[N:8][C:9]([I:14])=[CH:10][N:11]=1. The catalyst class is: 7. (6) Reactant: [Br:1][C:2]1[C:3]([F:12])=[C:4]2[C:10]([NH2:11])=[CH:9][NH:8][C:5]2=[N:6][CH:7]=1.[CH3:13][C:14]1[CH:15]=[C:16]([CH:20]=[CH:21][CH:22]=1)[C:17](O)=[O:18].C1N(P(Cl)(N2C(=O)OCC2)=O)C(=O)OC1.C(N(CC)CC)C.[Li+].[OH-]. Product: [Br:1][C:2]1[C:3]([F:12])=[C:4]2[C:10]([NH:11][C:17](=[O:18])[C:16]3[CH:20]=[CH:21][CH:22]=[C:14]([CH3:13])[CH:15]=3)=[CH:9][NH:8][C:5]2=[N:6][CH:7]=1. The catalyst class is: 34.